From a dataset of Peptide-MHC class I binding affinity with 185,985 pairs from IEDB/IMGT. Regression. Given a peptide amino acid sequence and an MHC pseudo amino acid sequence, predict their binding affinity value. This is MHC class I binding data. (1) The peptide sequence is APIMDEEREI. The MHC is HLA-B53:01 with pseudo-sequence HLA-B53:01. The binding affinity (normalized) is 0.437. (2) The peptide sequence is KPARGGSSI. The MHC is HLA-A69:01 with pseudo-sequence HLA-A69:01. The binding affinity (normalized) is 0.0847. (3) The peptide sequence is RPEFVKLTM. The MHC is HLA-A30:02 with pseudo-sequence HLA-A30:02. The binding affinity (normalized) is 0.213. (4) The peptide sequence is VTDGGEVGE. The MHC is HLA-A02:11 with pseudo-sequence HLA-A02:11. The binding affinity (normalized) is 1.00. (5) The peptide sequence is LIQYRQQLEL. The MHC is HLA-A02:03 with pseudo-sequence HLA-A02:03. The binding affinity (normalized) is 0.0872. (6) The peptide sequence is SHAKVLVTF. The MHC is HLA-B07:02 with pseudo-sequence HLA-B07:02. The binding affinity (normalized) is 0.0847. (7) The peptide sequence is IQRRGAQFQ. The MHC is HLA-B35:01 with pseudo-sequence HLA-B35:01. The binding affinity (normalized) is 0.0847.